Dataset: NCI-60 drug combinations with 297,098 pairs across 59 cell lines. Task: Regression. Given two drug SMILES strings and cell line genomic features, predict the synergy score measuring deviation from expected non-interaction effect. (1) Drug 1: C1=CC(=C2C(=C1NCCNCCO)C(=O)C3=C(C=CC(=C3C2=O)O)O)NCCNCCO. Drug 2: C1CC(C1)(C(=O)O)C(=O)O.[NH2-].[NH2-].[Pt+2]. Cell line: MCF7. Synergy scores: CSS=31.4, Synergy_ZIP=-7.74, Synergy_Bliss=-5.45, Synergy_Loewe=-2.03, Synergy_HSA=-0.142. (2) Drug 1: CC12CCC(CC1=CCC3C2CCC4(C3CC=C4C5=CN=CC=C5)C)O. Drug 2: CC(C1=C(C=CC(=C1Cl)F)Cl)OC2=C(N=CC(=C2)C3=CN(N=C3)C4CCNCC4)N. Cell line: MOLT-4. Synergy scores: CSS=16.9, Synergy_ZIP=-0.932, Synergy_Bliss=-5.29, Synergy_Loewe=-36.2, Synergy_HSA=-6.80.